Task: Predict the reactants needed to synthesize the given product.. Dataset: Full USPTO retrosynthesis dataset with 1.9M reactions from patents (1976-2016) (1) Given the product [Br:25][C:22]1[CH:23]=[CH:24][C:19]([N:18]2[C:16](=[O:17])[C:15]3[C:14](=[CH:29][CH:28]=[CH:27][CH:26]=3)[N:13]=[C:5]2[C:4]2[CH:7]=[CH:8][C:9]([N+:10]([O-:12])=[O:11])=[C:2]([CH3:1])[CH:3]=2)=[CH:20][CH:21]=1, predict the reactants needed to synthesize it. The reactants are: [CH3:1][C:2]1[CH:3]=[C:4]([CH:7]=[CH:8][C:9]=1[N+:10]([O-:12])=[O:11])[CH:5]=O.[NH2:13][C:14]1[CH:29]=[CH:28][CH:27]=[CH:26][C:15]=1[C:16]([NH:18][C:19]1[CH:24]=[CH:23][C:22]([Br:25])=[CH:21][CH:20]=1)=[O:17]. (2) Given the product [C:19]([OH:29])(=[O:28])[CH:20]([C:22]1[CH:27]=[CH:26][CH:25]=[CH:24][CH:23]=1)[OH:21].[CH3:1][O:2][N:3]([CH3:18])[C:4]1[N:5]=[C:6]([NH:14][CH2:15][CH2:16][CH3:17])[N:7]=[C:8]([NH:10][CH2:11][C:12]#[CH:13])[N:9]=1, predict the reactants needed to synthesize it. The reactants are: [CH3:1][O:2][N:3]([CH3:18])[C:4]1[N:9]=[C:8]([NH:10][CH2:11][CH2:12][CH3:13])[N:7]=[C:6]([NH:14][CH2:15][C:16]#[CH:17])[N:5]=1.[C:19]([OH:29])(=[O:28])[CH:20]([C:22]1[CH:27]=[CH:26][CH:25]=[CH:24][CH:23]=1)[OH:21]. (3) Given the product [ClH:41].[O:1]1[C:6]2[CH:7]=[CH:8][C:9]([CH2:11][NH:12][CH:20]3[CH2:25][CH2:24][N:23]([CH2:26][CH2:27][N:28]4[C:37]5[C:32](=[C:33]([NH:38][CH3:39])[CH:34]=[CH:35][CH:36]=5)[CH:31]=[CH:30][C:29]4=[O:40])[CH2:22][CH2:21]3)=[CH:10][C:5]=2[O:4][CH2:3][CH2:2]1, predict the reactants needed to synthesize it. The reactants are: [O:1]1[C:6]2[CH:7]=[CH:8][C:9]([CH2:11][N:12]([CH:20]3[CH2:25][CH2:24][N:23]([CH2:26][CH2:27][N:28]4[C:37]5[C:32](=[C:33]([NH:38][CH3:39])[CH:34]=[CH:35][CH:36]=5)[CH:31]=[CH:30][C:29]4=[O:40])[CH2:22][CH2:21]3)C(=O)OC(C)(C)C)=[CH:10][C:5]=2[O:4][CH2:3][CH2:2]1.[ClH:41].O1CCOCC1. (4) Given the product [C:9]([C:11]1[CH:12]=[C:13]([CH:17]=[CH:18][CH:19]=1)[C:14]([NH:7][C:2]1[C:1]([NH:8][C:14](=[O:15])[C:13]2[CH:17]=[CH:18][CH:19]=[C:11]([C:9]#[N:10])[CH:12]=2)=[CH:6][CH:5]=[CH:4][CH:3]=1)=[O:15])#[N:10], predict the reactants needed to synthesize it. The reactants are: [C:1]1([NH2:8])[C:2]([NH2:7])=[CH:3][CH:4]=[CH:5][CH:6]=1.[C:9]([C:11]1[CH:12]=[C:13]([CH:17]=[CH:18][CH:19]=1)[C:14](Cl)=[O:15])#[N:10]. (5) The reactants are: [OH:1][C:2]1[CH:3]=[C:4]([C:8](=[O:10])[CH3:9])[CH:5]=[CH:6][CH:7]=1.Br[CH2:12][CH2:13][CH2:14][Cl:15]. Given the product [Cl:15][CH2:14][CH2:13][CH2:12][O:1][C:2]1[CH:3]=[C:4]([C:8](=[O:10])[CH3:9])[CH:5]=[CH:6][CH:7]=1, predict the reactants needed to synthesize it.